Dataset: Drug-target binding data from BindingDB using Ki measurements. Task: Regression. Given a target protein amino acid sequence and a drug SMILES string, predict the binding affinity score between them. We predict pKi (pKi = -log10(Ki in M); higher means stronger inhibition). Dataset: bindingdb_ki. (1) The small molecule is CN(CC(N)=O)C[C@@H]1CCCc2cc(S(=O)(=O)c3cccc(F)c3)ccc21. The target protein (P50406) has sequence MVPEPGPTANSTPAWGAGPPSAPGGSGWVAAALCVVIALTAAANSLLIALICTQPALRNTSNFFLVSLFTSDLMVGLVVMPPAMLNALYGRWVLARGLCLLWTAFDVMCCSASILNLCLISLDRYLLILSPLRYKLRMTPLRALALVLGAWSLAALASFLPLLLGWHELGHARPPVPGQCRLLASLPFVLVASGLTFFLPSGAICFTYCRILLAARKQAVQVASLTTGMASQASETLQVPRTPRPGVESADSRRLATKHSRKALKASLTLGILLGMFFVTWLPFFVANIVQAVCDCISPGLFDVLTWLGYCNSTMNPIIYPLFMRDFKRALGRFLPCPRCPRERQASLASPSLRTSHSGPRPGLSLQQVLPLPLPPDSDSDSDAGSGGSSGLRLTAQLLLPGEATQDPPLPTRAAAAVNFFNIDPAEPELRPHPLGIPTN. The pKi is 8.9. (2) The drug is CCn1c(N)nc2ccccc21. The target protein sequence is MEAPAAVVTGAAKRIGRAIAVKLHQTGYRVVIHYHNSAEAAVSLADELNKERSNTAVVCQADLTNSNVLPASCEEIINSCFRAFGRCDVLVNNASAFYPTPLVQGDHEDNSNGKTVETQVAELIGTNAIAPFLLTMSFAQRQKGTNPNCTSSNLSIVNLCDAMVDQPCMAFSLYNMGKHALVGLTQSAALELAPYGIRVNGVAPGVSLLPVAMGEEEKDKWRRKVPLGRREASAEQIADAVIFLVSGSAQYITGSIIKVDGGLSLVHA. The pKi is 3.7. (3) The small molecule is CC(=O)OC1CCC2C3Cc4ccc(O)c5c4C2(CCN3C)C1O5. The target protein (Q2KIP6) has sequence MEPPVQIFRGEPGPTCSPSTCLPPNGSGWFPGWAEPDGNGSAGSEDVLLEPAHISPVILVIITAVYSVVFVVGLVGNSLVMFVIIRYTKMKTATNIYIFNLALADALVTTTMPFQSTVYLMNSWPFGDVLCKVVISIDYYNMFTSIFTLTMMSVDRYIAVCHPVKALDFRTPLKAKIINICIWILSSSVGISAIVLGGTKVREDMEVIECSLQFPDDDYSWWDLFMKVCVFVFAFVIPVLIIIVCYTLMILRLKSVRLLSGSREKDRNLRRITRLVLVVVAVFVVCWTPIHIFILVEALGSTAHSTAALSSYYFCIALGYTNSSLNPILYAFLDENFKRCFRDFCFPIKMRMERQSTSRVRNTVQDPAYVREVDGVNKPV. The pKi is 6.8. (4) The drug is N[C@H](CSC[C@H]1O[C@@H](O)[C@H](O)[C@@H]1O)C(=O)O. The target protein (O34667) has sequence MPSVESFELDHNAVVAPYVRHCGVHKVGTDGVVNKFDIRFCQPNKQAMKPDTIHTLEHLLAFTIRSHAEKYDHFDIIDISPMGCQTGYYLVVSGEPTSAEIVDLLEDTMKEAVEITEIPAANEKQCGQAKLHDLEGAKRLMRFWLSQDKEELLKVFG. The pKi is 4.2. (5) The pKi is 4.7. The target protein (P70502) has sequence MGDLEKGAATHGAGCFAKIKVFLMALTCAYVSKSLSGTFMSSMLTQIERQFGIPTAIVGFINGSFEIGNLLLIIFVSYFGMKLHRPIVIGVGCAVMGLGCFIISLPHFLMGRYEYETTILPTSNLSSNSFLCMENQTQTLNPAQDPAECVKEVKSLMWIYVLVGNIIRGIGETPIMPLGVSYIENFAKSENSPLYIGILETGKMIGPIFGLLLGSFCASIYVDTGSVNTDDLTITPTDIRWVGAWWIGFLVCAGVNILISIPFFFFPKTLPKEGLQENVDGTENAKEESTEKRPRKKNRGITKDFFPFLKSPVLQPDLHAVHPYKVLQVNAFNIYFSFLPKYLENQYGKSTAEVIFLMGVYNLPAICIGYLIAGFMMKKFKITVKTAAFLAFCLSLSEYSFGFCNFLITCDNVPVAGLTNSYERDQKPLYLENNVLADCNTRCSCLTKTWDPVCGDNGLAYMSACLAGCEKSVGTGTNMVFHNCSCIQSPGNSSAVLGLC.... The compound is O=C1OC(c2ccc(O)c(S(=O)(=O)[O-])c2)(c2ccc(O)c(S(=O)(=O)[O-])c2)c2c(Br)c(Br)c(Br)c(Br)c21. (6) The drug is O=C(O)CCNC(=O)c1ccc(C(Nc2ccc(-n3cnc(C(F)(F)F)c3)nc2)C2CCCC2)cc1. The target protein (P01275) has sequence MKSIYFVAGLFVMLVQGSWQRSLQDTEEKSRSFSASQADPLSDPDQMNEDKRHSQGTFTSDYSKYLDSRRAQDFVQWLMNTKRNRNNIAKRHDEFERHAEGTFTSDVSSYLEGQAAKEFIAWLVKGRGRRDFPEEVAIVEELGRRHADGSFSDEMNTILDNLAARDFINWLIQTKITDRK. The pKi is 7.0.